This data is from NCI-60 drug combinations with 297,098 pairs across 59 cell lines. The task is: Regression. Given two drug SMILES strings and cell line genomic features, predict the synergy score measuring deviation from expected non-interaction effect. Drug 1: C1CN1P(=S)(N2CC2)N3CC3. Drug 2: CC1C(C(CC(O1)OC2CC(OC(C2O)C)OC3=CC4=CC5=C(C(=O)C(C(C5)C(C(=O)C(C(C)O)O)OC)OC6CC(C(C(O6)C)O)OC7CC(C(C(O7)C)O)OC8CC(C(C(O8)C)O)(C)O)C(=C4C(=C3C)O)O)O)O. Cell line: HOP-92. Synergy scores: CSS=40.7, Synergy_ZIP=-6.49, Synergy_Bliss=-1.85, Synergy_Loewe=-0.625, Synergy_HSA=-0.225.